Dataset: Reaction yield outcomes from USPTO patents with 853,638 reactions. Task: Predict the reaction yield, written as a fraction of the theoretical maximum amount of product (1.0 means a 100% yield; for example, 0.34 means a 34% yield). (1) The reactants are [CH2:1]([O:8][C:9]1[CH:18]=[C:12]2[C:13](=[O:17])[NH:14][CH2:15][CH2:16][N:11]2[N:10]=1)[C:2]1[CH:7]=[CH:6][CH:5]=[CH:4][CH:3]=1.Br[C:20]1[CH:25]=[CH:24][C:23]([F:26])=[CH:22][CH:21]=1.CN(C)CCN.C([O-])([O-])=O.[K+].[K+]. The catalyst is C1(C)C=CC=CC=1.[Cu]I. The product is [CH2:1]([O:8][C:9]1[CH:18]=[C:12]2[C:13](=[O:17])[N:14]([C:20]3[CH:25]=[CH:24][C:23]([F:26])=[CH:22][CH:21]=3)[CH2:15][CH2:16][N:11]2[N:10]=1)[C:2]1[CH:3]=[CH:4][CH:5]=[CH:6][CH:7]=1. The yield is 0.860. (2) The yield is 0.340. The catalyst is CN(C=O)C. The reactants are [C:1]([O:5][C:6]([NH:8][C:9]1[S:10][CH:11]=[C:12](/[C:14](=[N:35]/[O:36][C:37]2([C:40]([O:42][CH:43]([C:50]3[CH:55]=[CH:54][CH:53]=[CH:52][CH:51]=3)[C:44]3[CH:49]=[CH:48][CH:47]=[CH:46][CH:45]=3)=[O:41])[CH2:39][CH2:38]2)/[C:15]([NH:17][C@@H:18]2[C:21](=[O:22])[NH:20][C@@H:19]2[CH2:23][N:24]2[N:28]=[C:27]([CH2:29]OS(C)(=O)=O)[CH:26]=[N:25]2)=[O:16])[N:13]=1)=[O:7])([CH3:4])([CH3:3])[CH3:2].[I-].[Na+].C(=O)([O-])[O-].[Cs+].[Cs+].[Cl-:64].[SH:65][CH:66]1[CH2:73][N:69]2[CH:70]=[N:71][CH:72]=[N+:68]2[CH2:67]1. The product is [Cl-:64].[CH:43]([O:42][C:40]([C:37]1([O:36]/[N:35]=[C:14](/[C:12]2[N:13]=[C:9]([NH:8][C:6]([O:5][C:1]([CH3:4])([CH3:3])[CH3:2])=[O:7])[S:10][CH:11]=2)\[C:15]([NH:17][C@@H:18]2[C:21](=[O:22])[NH:20][C@@H:19]2[CH2:23][N:24]2[N:28]=[C:27]([CH2:29][S:65][CH:66]3[CH2:73][N:69]4[CH:70]=[N:71][CH:72]=[N+:68]4[CH2:67]3)[CH:26]=[N:25]2)=[O:16])[CH2:39][CH2:38]1)=[O:41])([C:50]1[CH:51]=[CH:52][CH:53]=[CH:54][CH:55]=1)[C:44]1[CH:45]=[CH:46][CH:47]=[CH:48][CH:49]=1. (3) The reactants are [C:1]1(=[O:10])[C:9]2[C:4](=[CH:5][CH:6]=[CH:7][CH:8]=2)[CH2:3][CH2:2]1.[C:11]([C:14]1[CH:21]=[CH:20][C:17]([CH:18]=O)=[CH:16][CH:15]=1)([OH:13])=[O:12].[OH-].[K+]. The catalyst is CCO. The product is [O:10]=[C:1]1[C:9]2[C:4](=[CH:5][CH:6]=[CH:7][CH:8]=2)[CH2:3][C:2]1=[CH:18][C:17]1[CH:20]=[CH:21][C:14]([C:11]([OH:13])=[O:12])=[CH:15][CH:16]=1. The yield is 0.570. (4) The reactants are [OH:1][CH:2]1[CH2:20][C:7]2=[N:8][N:9]([CH2:11][C:12]3[CH:17]=[CH:16][C:15]([O:18][CH3:19])=[CH:14][CH:13]=3)[CH:10]=[C:6]2[C:5](=[O:21])[CH2:4][CH2:3]1.[H-].[Na+].[CH3:24]I. The catalyst is C1COCC1. The product is [CH3:24][O:1][CH:2]1[CH2:3][CH2:4][C:5](=[O:21])[C:6]2=[CH:10][N:9]([CH2:11][C:12]3[CH:17]=[CH:16][C:15]([O:18][CH3:19])=[CH:14][CH:13]=3)[N:8]=[C:7]2[CH2:20]1. The yield is 0.110.